Task: Predict the reactants needed to synthesize the given product.. Dataset: Full USPTO retrosynthesis dataset with 1.9M reactions from patents (1976-2016) Given the product [OH:31][N:30]=[C:2]1[C:10]2[C:5](=[CH:6][CH:7]=[C:8]([O:11][CH2:12][CH2:13][CH2:14][C:15]3[CH:20]=[CH:19][CH:18]=[CH:17][CH:16]=3)[CH:9]=2)[C:4]([C:21]2[CH:26]=[CH:25][CH:24]=[CH:23][CH:22]=2)=[C:3]1[C:27]#[N:28], predict the reactants needed to synthesize it. The reactants are: O=[C:2]1[C:10]2[C:5](=[CH:6][CH:7]=[C:8]([O:11][CH2:12][CH2:13][CH2:14][C:15]3[CH:20]=[CH:19][CH:18]=[CH:17][CH:16]=3)[CH:9]=2)[C:4]([C:21]2[CH:26]=[CH:25][CH:24]=[CH:23][CH:22]=2)=[C:3]1[C:27]#[N:28].Cl.[NH2:30][OH:31].N1C=CC=CC=1.